From a dataset of Full USPTO retrosynthesis dataset with 1.9M reactions from patents (1976-2016). Predict the reactants needed to synthesize the given product. (1) Given the product [Cl:14][C:15]1[N:20]=[CH:19][C:18]([NH:21][C:22](=[O:28])[O:23][C:24]([CH3:25])([CH3:27])[CH3:26])=[C:17]([I:29])[CH:16]=1, predict the reactants needed to synthesize it. The reactants are: CN(CCN(C)C)C.[Li]CCCC.[Cl:14][C:15]1[N:20]=[CH:19][C:18]([NH:21][C:22](=[O:28])[O:23][C:24]([CH3:27])([CH3:26])[CH3:25])=[CH:17][CH:16]=1.[I:29]I. (2) Given the product [F:1][C:2]([F:17])([F:18])[C:3]1[CH:4]=[C:5]([CH2:13][C:14]([O:16][CH2:19][CH3:20])=[O:15])[CH:6]=[C:7]([C:9]([F:11])([F:12])[F:10])[CH:8]=1, predict the reactants needed to synthesize it. The reactants are: [F:1][C:2]([F:18])([F:17])[C:3]1[CH:4]=[C:5]([CH2:13][C:14]([OH:16])=[O:15])[CH:6]=[C:7]([C:9]([F:12])([F:11])[F:10])[CH:8]=1.[CH2:19](O)[CH3:20].C(Cl)CCl. (3) Given the product [CH2:65]([O:64][C:41]1[CH:40]=[C:39]([CH:38]([C:37]([O:36][CH3:35])=[O:83])[C:86]([O:87][CH3:88])=[O:89])[CH:44]=[C:43]([O:19][CH2:1][CH2:2][CH2:3][CH2:4][CH2:5][CH2:6][CH2:7][CH2:8][CH2:9][CH2:10][CH2:11][CH2:12][CH2:13][CH2:14][CH2:15][CH2:16][CH2:17][CH3:18])[CH:42]=1)[CH2:66][CH2:67][CH2:68][CH2:69][CH2:70][CH2:71][CH2:72][CH2:73][CH2:74][CH2:75][CH2:76][CH2:77][CH2:78][CH2:79][CH2:80][CH2:81][CH3:82], predict the reactants needed to synthesize it. The reactants are: [CH2:1]([O:19]C1C=CC(C(C(OC)=O)C(OC)=O)=CC=1)[CH2:2][CH2:3][CH2:4][CH2:5][CH2:6][CH2:7][CH2:8][CH2:9][CH2:10][CH2:11][CH2:12][CH2:13][CH2:14][CH2:15][CH2:16][CH2:17][CH3:18].[CH3:35][O:36][C:37](=[O:83])[CH2:38][C:39]1[CH2:40][C:41]([O:64][CH2:65][CH2:66][CH2:67][CH2:68][CH2:69][CH2:70][CH2:71][CH2:72][CH2:73][CH2:74][CH2:75][CH2:76][CH2:77][CH2:78][CH2:79][CH2:80][CH2:81][CH3:82])(OCCCCCCCCCCCCCCCCCC)[CH:42]=[CH:43][CH:44]=1.[H-].[Na+].[C:86](=O)([O:89]C)[O:87][CH3:88].